The task is: Predict the reactants needed to synthesize the given product.. This data is from Full USPTO retrosynthesis dataset with 1.9M reactions from patents (1976-2016). (1) Given the product [OH:10][CH:8]([C:4]1[CH:3]=[C:2]([NH:1][C:23](=[O:24])[O:22][C:18]([CH3:21])([CH3:20])[CH3:19])[CH:7]=[CH:6][CH:5]=1)[CH3:9], predict the reactants needed to synthesize it. The reactants are: [NH2:1][C:2]1[CH:3]=[C:4]([CH:8]([OH:10])[CH3:9])[CH:5]=[CH:6][CH:7]=1.C(N(CC)CC)C.[C:18]([O:22][C:23](O[C:23]([O:22][C:18]([CH3:21])([CH3:20])[CH3:19])=[O:24])=[O:24])([CH3:21])([CH3:20])[CH3:19]. (2) The reactants are: [Cl:1][C:2]1[N:6]2[N:7]=[C:8](Cl)[CH:9]=[CH:10][C:5]2=[N:4][N:3]=1.[F:12][C:13]1[CH:18]=[CH:17][C:16]([S:19]([NH:22][C:23]2[C:24]([O:38][CH3:39])=[N:25][CH:26]=[C:27](B3OC(C)(C)C(C)(C)O3)[CH:28]=2)(=[O:21])=[O:20])=[CH:15][CH:14]=1.C(Cl)Cl.C([O-])([O-])=O.[Cs+].[Cs+]. Given the product [Cl:1][C:2]1[N:6]2[N:7]=[C:8]([C:27]3[CH:28]=[C:23]([NH:22][S:19]([C:16]4[CH:17]=[CH:18][C:13]([F:12])=[CH:14][CH:15]=4)(=[O:20])=[O:21])[C:24]([O:38][CH3:39])=[N:25][CH:26]=3)[CH:9]=[CH:10][C:5]2=[N:4][N:3]=1, predict the reactants needed to synthesize it. (3) Given the product [CH2:15]([O:14][CH:10]([O:11][CH2:12][CH3:13])[CH2:9][NH:8][CH2:7][C:6]1[CH:17]=[CH:18][CH:19]=[C:4]([O:3][CH2:1][CH3:2])[CH:5]=1)[CH3:16], predict the reactants needed to synthesize it. The reactants are: [CH2:1]([O:3][C:4]1[CH:5]=[C:6]([CH:17]=[CH:18][CH:19]=1)/[CH:7]=[N:8]/[CH2:9][CH:10]([O:14][CH2:15][CH3:16])[O:11][CH2:12][CH3:13])[CH3:2].[BH4-].[Na+].ClCCl.O.